From a dataset of Full USPTO retrosynthesis dataset with 1.9M reactions from patents (1976-2016). Predict the reactants needed to synthesize the given product. Given the product [C:19]([C:18]1[CH:17]=[CH:16][C:15]([C@@H:11]2[O:12][CH2:13][CH2:14][N:9]([C:38]([O:40][C:41]([CH3:42])([CH3:43])[CH3:44])=[O:39])[CH2:10]2)=[CH:22][CH:21]=1)#[N:20], predict the reactants needed to synthesize it. The reactants are: C1([C@H]([N:9]2[CH2:14][CH2:13][O:12][C@@H:11]([C:15]3[CH:22]=[CH:21][C:18]([C:19]#[N:20])=[CH:17][CH:16]=3)[CH2:10]2)C)C=CC=CC=1.C(N(CC)CC)C.[C:38](O[C:38]([O:40][C:41]([CH3:44])([CH3:43])[CH3:42])=[O:39])([O:40][C:41]([CH3:44])([CH3:43])[CH3:42])=[O:39].